From a dataset of Reaction yield outcomes from USPTO patents with 853,638 reactions. Predict the reaction yield, written as a fraction of the theoretical maximum amount of product (1.0 means a 100% yield; for example, 0.34 means a 34% yield). The reactants are Br[C:2]1[C:3]([F:23])=[C:4]([CH:20]=[CH:21][CH:22]=1)[O:5][CH2:6][CH:7]1[CH2:12][CH2:11][N:10]([CH2:13][C:14]([CH2:18][CH3:19])([F:17])[CH2:15][CH3:16])[CH2:9][CH2:8]1.[F:24][C:25]1[CH:30]=[C:29]([C:31]([O:33][CH3:34])=[O:32])[CH:28]=[CH:27][C:26]=1B(O)O.[C:38]([O-])([O-])=O.[Cs+].[Cs+]. The catalyst is C1C=CC(P(C2C=CC=CC=2)[C-]2C=CC=C2)=CC=1.C1C=CC(P(C2C=CC=CC=2)[C-]2C=CC=C2)=CC=1.Cl[Pd]Cl.[Fe+2].O. The product is [CH2:15]([C:14]([F:17])([CH2:18][CH3:19])[CH2:13][N:10]1[CH2:11][CH2:12][CH:7]([CH2:6][O:5][C:4]2[CH:20]=[CH:21][C:22]([C:26]3[CH:27]=[CH:28][C:29]([C:31]([O:33][CH2:34][CH3:38])=[O:32])=[CH:30][C:25]=3[F:24])=[CH:2][C:3]=2[F:23])[CH2:8][CH2:9]1)[CH3:16]. The yield is 0.530.